Dataset: TCR-epitope binding with 47,182 pairs between 192 epitopes and 23,139 TCRs. Task: Binary Classification. Given a T-cell receptor sequence (or CDR3 region) and an epitope sequence, predict whether binding occurs between them. (1) The epitope is ELAGIGILTV. The TCR CDR3 sequence is CASSLSARSSYEQYF. Result: 1 (the TCR binds to the epitope). (2) The epitope is EILDITPCSF. The TCR CDR3 sequence is CASSSLRMSYNEQFF. Result: 1 (the TCR binds to the epitope). (3) The epitope is NLVPMVATV. The TCR CDR3 sequence is CASSFAGYEQYF. Result: 0 (the TCR does not bind to the epitope). (4) The epitope is SQASSRSSSR. The TCR CDR3 sequence is CASSIVGRTGFSYNEQFF. Result: 0 (the TCR does not bind to the epitope). (5) The epitope is TFYLTNDVSFL. The TCR CDR3 sequence is CASSSPGQGSYEQYF. Result: 1 (the TCR binds to the epitope). (6) The epitope is TLIGDCATV. The TCR CDR3 sequence is CSVAGTSSSRGLTDTQYF. Result: 0 (the TCR does not bind to the epitope).